This data is from Full USPTO retrosynthesis dataset with 1.9M reactions from patents (1976-2016). The task is: Predict the reactants needed to synthesize the given product. (1) Given the product [OH:5][C:6]1[CH:11]=[CH:10][CH:9]=[CH:8][C:7]=1[CH2:12][CH2:13][NH:14][CH:15]1[CH2:24][CH2:23][CH2:22][C:21]2[N:20]=[C:19]([C:25]([O:27][CH2:1][CH3:2])=[O:26])[CH:18]=[CH:17][C:16]1=2, predict the reactants needed to synthesize it. The reactants are: [CH2:1](O)[CH3:2].Cl.[OH:5][C:6]1[CH:11]=[CH:10][CH:9]=[CH:8][C:7]=1[CH2:12][CH2:13][NH:14][CH:15]1[CH2:24][CH2:23][CH2:22][C:21]2[N:20]=[C:19]([C:25]([OH:27])=[O:26])[CH:18]=[CH:17][C:16]1=2.C(=O)(O)[O-].[Na+]. (2) Given the product [Cl:13][CH2:9][C:7]1[CH:6]=[CH:5][CH:4]=[C:3]([O:2][CH3:1])[N:8]=1, predict the reactants needed to synthesize it. The reactants are: [CH3:1][O:2][C:3]1[N:8]=[C:7]([CH2:9]O)[CH:6]=[CH:5][CH:4]=1.O=S(Cl)[Cl:13]. (3) Given the product [N+:1]([C:4]1[CH:17]=[CH:16][C:7]([O:8][C:9]2[CH:14]=[CH:13][N:12]=[C:11]([NH:15][C:21]([N:20]3[CH2:18][CH2:24][CH2:23]3)=[O:27])[CH:10]=2)=[CH:6][CH:5]=1)([O-:3])=[O:2], predict the reactants needed to synthesize it. The reactants are: [N+:1]([C:4]1[CH:17]=[CH:16][C:7]([O:8][C:9]2[CH:14]=[CH:13][N:12]=[C:11]([NH2:15])[CH:10]=2)=[CH:6][CH:5]=1)([O-:3])=[O:2].[CH2:18]([N:20]([CH2:23][CH3:24])[CH2:21]C)C.ClC(OC1C=CC=CC=1)=[O:27]. (4) Given the product [CH3:34][O:2][C:1]([C:4]1[CH:33]=[CH:32][C:7]2=[N:8][N:9]([C:11]3[CH:16]=[C:15]([C:17]([CH3:18])([CH3:19])[CH3:20])[CH:14]=[C:13]([C:21]([C:24]4[CH:25]=[CH:26][C:27]([Cl:30])=[CH:28][CH:29]=4)([CH3:23])[CH3:22])[C:12]=3[OH:31])[N:10]=[C:6]2[CH:5]=1)=[O:3], predict the reactants needed to synthesize it. The reactants are: [C:1]([C:4]1[CH:33]=[CH:32][C:7]2=[N:8][N:9]([C:11]3[CH:16]=[C:15]([C:17]([CH3:20])([CH3:19])[CH3:18])[CH:14]=[C:13]([C:21]([C:24]4[CH:29]=[CH:28][C:27]([Cl:30])=[CH:26][CH:25]=4)([CH3:23])[CH3:22])[C:12]=3[OH:31])[N:10]=[C:6]2[CH:5]=1)([OH:3])=[O:2].[C:34]1(C)C=CC=CC=1.CO.S(=O)(=O)(O)O. (5) The reactants are: Br[C:2]1[S:3][C:4]([C:7]([O:9][CH2:10][CH3:11])=[O:8])=[CH:5][N:6]=1.[F:12][C:13]([F:27])([F:26])[C:14]1[CH:25]=[CH:24][CH:23]=[CH:22][C:15]=1[CH2:16][O:17][CH:18]1[CH2:21][NH:20][CH2:19]1.C1CCN2C(=NCCC2)CC1. Given the product [F:27][C:13]([F:12])([F:26])[C:14]1[CH:25]=[CH:24][CH:23]=[CH:22][C:15]=1[CH2:16][O:17][CH:18]1[CH2:19][N:20]([C:2]2[S:3][C:4]([C:7]([O:9][CH2:10][CH3:11])=[O:8])=[CH:5][N:6]=2)[CH2:21]1, predict the reactants needed to synthesize it.